From a dataset of Reaction yield outcomes from USPTO patents with 853,638 reactions. Predict the reaction yield, written as a fraction of the theoretical maximum amount of product (1.0 means a 100% yield; for example, 0.34 means a 34% yield). The yield is 0.428. The catalyst is C1COCC1. The reactants are [Cl:1][C:2]1[CH:7]=[CH:6][C:5]([O:8][C:9]2[CH:14]=[CH:13][C:12]([CH:15]=[CH2:16])=[CH:11][CH:10]=2)=[CH:4][C:3]=1[CH3:17].B1C2CCCC1CCC2.[OH-:27].[Na+].OO. The product is [Cl:1][C:2]1[CH:7]=[CH:6][C:5]([O:8][C:9]2[CH:14]=[CH:13][C:12]([CH2:15][CH2:16][OH:27])=[CH:11][CH:10]=2)=[CH:4][C:3]=1[CH3:17].